This data is from Forward reaction prediction with 1.9M reactions from USPTO patents (1976-2016). The task is: Predict the product of the given reaction. Given the reactants [CH3:1][O:2][CH2:3][C@@H:4]1[CH2:6][O:5]1.[NH2:7][CH2:8][CH2:9][CH2:10][CH2:11][NH:12][C:13](=[O:19])[O:14][C:15]([CH3:18])([CH3:17])[CH3:16], predict the reaction product. The product is: [OH:5][C@H:4]([CH2:3][O:2][CH3:1])[CH2:6][NH:7][CH2:8][CH2:9][CH2:10][CH2:11][NH:12][C:13](=[O:19])[O:14][C:15]([CH3:17])([CH3:16])[CH3:18].